From a dataset of Reaction yield outcomes from USPTO patents with 853,638 reactions. Predict the reaction yield, written as a fraction of the theoretical maximum amount of product (1.0 means a 100% yield; for example, 0.34 means a 34% yield). The reactants are C([Li])CCC.[Br:6][C:7]1[C:11](Br)=[N:10][N:9]([CH:13]2[CH2:18][CH2:17][N:16]([C:19]([O:21][C:22]([CH3:25])([CH3:24])[CH3:23])=[O:20])[CH2:15][CH2:14]2)[N:8]=1.BrC1N=NN(C2CCN(C(OC(C)(C)C)=O)CC2)C=1Br.[Cl-].[NH4+]. The catalyst is O1CCCC1. The product is [Br:6][C:7]1[CH:11]=[N:10][N:9]([CH:13]2[CH2:18][CH2:17][N:16]([C:19]([O:21][C:22]([CH3:25])([CH3:24])[CH3:23])=[O:20])[CH2:15][CH2:14]2)[N:8]=1. The yield is 0.330.